This data is from Peptide-MHC class I binding affinity with 185,985 pairs from IEDB/IMGT. The task is: Regression. Given a peptide amino acid sequence and an MHC pseudo amino acid sequence, predict their binding affinity value. This is MHC class I binding data. (1) The peptide sequence is GMDPRMCSL. The MHC is HLA-A01:01 with pseudo-sequence HLA-A01:01. The binding affinity (normalized) is 0.0847. (2) The peptide sequence is SMRRSRPSGDL. The MHC is HLA-B27:05 with pseudo-sequence HLA-B27:05. The binding affinity (normalized) is 0.0222.